From a dataset of Reaction yield outcomes from USPTO patents with 853,638 reactions. Predict the reaction yield, written as a fraction of the theoretical maximum amount of product (1.0 means a 100% yield; for example, 0.34 means a 34% yield). (1) No catalyst specified. The yield is 0.990. The reactants are [CH2:1]([O:3][C:4](=[O:27])[C@@H:5]([CH2:12][C:13]1[CH:18]=[C:17]([Cl:19])[C:16]([NH2:20])=[C:15]([CH3:21])[C:14]=1[CH2:22][O:23]C(=O)C)[CH2:6][C:7]([O:9][CH2:10]C)=[O:8])C.COC(=O)[C@@H](CC1C(CO)=C2C(=CC=1)N[N:42]=C2)CC(OC)=O. The product is [Cl:19][C:17]1[CH:18]=[C:13]([CH2:12][C@@H:5]([CH2:6][C:7]([O:9][CH3:10])=[O:8])[C:4]([O:3][CH3:1])=[O:27])[C:14]([CH2:22][OH:23])=[C:15]2[C:16]=1[NH:20][N:42]=[CH:21]2. (2) The reactants are [C:1]([C:3]1[CH:17]=[CH:16][C:6]([O:7][C:8]([CH3:15])([CH3:14])[C:9]([O:11]CC)=[O:10])=[CH:5][CH:4]=1)#[N:2].CO.O.[OH-].[Li+]. The catalyst is O1CCCC1.O. The product is [C:1]([C:3]1[CH:17]=[CH:16][C:6]([O:7][C:8]([CH3:14])([CH3:15])[C:9]([OH:11])=[O:10])=[CH:5][CH:4]=1)#[N:2]. The yield is 0.957. (3) The yield is 0.800. The product is [F:25][C:19]1[C:20]([F:24])=[CH:21][CH:22]=[CH:23][C:18]=1[O:17][C:14]1[CH:15]=[CH:16][C:11]([C:10]2[C:3]3[C:4](=[N:5][CH:6]=[N:7][C:2]=3[NH2:1])[N:8]([C@@H:27]3[CH2:32][CH2:31][CH2:30][NH:29][CH2:28]3)[N:9]=2)=[C:12]([F:26])[CH:13]=1. The reactants are [NH2:1][C:2]1[N:7]=[CH:6][N:5]=[C:4]2[N:8]([C@@H:27]3[CH2:32][CH2:31][CH2:30][N:29](C(OC(C)(C)C)=O)[CH2:28]3)[N:9]=[C:10]([C:11]3[CH:16]=[CH:15][C:14]([O:17][C:18]4[CH:23]=[CH:22][CH:21]=[C:20]([F:24])[C:19]=4[F:25])=[CH:13][C:12]=3[F:26])[C:3]=12. The catalyst is C(Cl)Cl.C(O)(C(F)(F)F)=O. (4) The reactants are Cl.[CH2:2]([N:5]1[C@@H:10]([CH3:11])[CH2:9][N:8]([C@@H:12]([C:25]2[CH:30]=[CH:29][CH:28]=[C:27]([O:31][Si](C(C)(C)C)(C)C)[CH:26]=2)[C:13]2[CH:18]=[CH:17][C:16]([S:19]([N:22]([CH3:24])[CH3:23])(=[O:21])=[O:20])=[CH:15][CH:14]=2)[C@H:7]([CH3:39])[CH2:6]1)[CH:3]=[CH2:4].O. The catalyst is O1CCCC1. The product is [CH2:2]([N:5]1[C@@H:10]([CH3:11])[CH2:9][N:8]([C@@H:12]([C:25]2[CH:30]=[CH:29][CH:28]=[C:27]([OH:31])[CH:26]=2)[C:13]2[CH:14]=[CH:15][C:16]([S:19]([N:22]([CH3:24])[CH3:23])(=[O:20])=[O:21])=[CH:17][CH:18]=2)[C@H:7]([CH3:39])[CH2:6]1)[CH:3]=[CH2:4]. The yield is 0.700.